Dataset: Reaction yield outcomes from USPTO patents with 853,638 reactions. Task: Predict the reaction yield, written as a fraction of the theoretical maximum amount of product (1.0 means a 100% yield; for example, 0.34 means a 34% yield). (1) The reactants are [Br:1][C:2]1[CH:3]=[C:4]([C:13]#[N:14])[CH:5]=[C:6]2[C:10]=1[NH:9][C:8]([CH:11]=[O:12])=[CH:7]2.[C-]#N.[Na+].[CH3:18][OH:19]. The catalyst is [O-2].[O-2].[Mn+4]. The product is [Br:1][C:2]1[CH:3]=[C:4]([C:13]#[N:14])[CH:5]=[C:6]2[C:10]=1[NH:9][C:8]([C:11]([O:19][CH3:18])=[O:12])=[CH:7]2. The yield is 0.550. (2) The reactants are [CH3:1][C@@H:2]([C@@H:8]1[C@@:12]2([CH3:28])[C@@H:13]([OH:27])[CH2:14][C@@H:15]3[C@@:20]4([CH3:26])[CH2:21][CH2:22][C@@H:23]([OH:25])[CH2:24][C@H:19]4[CH2:18][CH2:17][C@H:16]3[C@@H:11]2[CH2:10][CH2:9]1)[CH2:3][CH2:4][C:5]([OH:7])=[O:6].Cl.[CH3:30]O. No catalyst specified. The product is [CH3:1][C@@H:2]([C@@H:8]1[C@@:12]2([CH3:28])[C@@H:13]([OH:27])[CH2:14][C@@H:15]3[C@@:20]4([CH3:26])[CH2:21][CH2:22][C@@H:23]([OH:25])[CH2:24][C@H:19]4[CH2:18][CH2:17][C@H:16]3[C@@H:11]2[CH2:10][CH2:9]1)[CH2:3][CH2:4][C:5]([O:7][CH3:30])=[O:6]. The yield is 0.920. (3) The reactants are [C:1]([C:3]1[CH:4]=[C:5]([C:20]2[S:24][C:23]([C:25]([OH:28])([CH3:27])[CH3:26])=[N:22][CH:21]=2)[CH:6]=[C:7]([NH:9][C:10]2[N:15]=[C:14]([C:16]([F:19])([F:18])[F:17])[CH:13]=[CH:12][N:11]=2)[CH:8]=1)#[CH:2]. The catalyst is C(OCC)(=O)C.[Pd]. The product is [CH2:1]([C:3]1[CH:4]=[C:5]([C:20]2[S:24][C:23]([C:25]([OH:28])([CH3:27])[CH3:26])=[N:22][CH:21]=2)[CH:6]=[C:7]([NH:9][C:10]2[N:15]=[C:14]([C:16]([F:19])([F:18])[F:17])[CH:13]=[CH:12][N:11]=2)[CH:8]=1)[CH3:2]. The yield is 0.630. (4) The reactants are [S:1]1[CH:5]=[CH:4][C:3]([CH2:6][OH:7])=[CH:2]1.C(N(CC)CC)C.[C:15](Cl)(=[O:17])[CH3:16].O. The catalyst is C(Cl)Cl.CN(C1C=CN=CC=1)C. The product is [C:15]([O:7][CH2:6][C:3]1[CH:4]=[CH:5][S:1][CH:2]=1)(=[O:17])[CH3:16]. The yield is 0.850. (5) The reactants are [CH2:1]([O:3][C:4]([C:6]1[C:7](OS(C(F)(F)F)(=O)=O)=[CH:8][C:9](=[O:15])[N:10]2[C:14]=1[CH2:13][CH2:12][CH2:11]2)=[O:5])[CH3:2].[F:24][C:25]1[CH:31]=[C:30]([Br:32])[CH:29]=[CH:28][C:26]=1[NH2:27].C(=O)([O-])[O-].[Cs+].[Cs+].C1C=CC(P(C2C(C3C(P(C4C=CC=CC=4)C4C=CC=CC=4)=CC=C4C=3C=CC=C4)=C3C(C=CC=C3)=CC=2)C2C=CC=CC=2)=CC=1. The catalyst is C1(C)C=CC=CC=1.C(OCC)(=O)C.CC([O-])=O.CC([O-])=O.[Pd+2].C(Cl)(Cl)Cl.CO. The product is [CH2:1]([O:3][C:4]([C:6]1[C:7]([NH:27][C:26]2[CH:28]=[CH:29][C:30]([Br:32])=[CH:31][C:25]=2[F:24])=[CH:8][C:9](=[O:15])[N:10]2[C:14]=1[CH2:13][CH2:12][CH2:11]2)=[O:5])[CH3:2]. The yield is 0.130. (6) The reactants are [CH2:1]([O:8][C:9]([NH:11][CH2:12][CH2:13][CH2:14][CH2:15][C:16]1[CH:26]=[CH:25][C:19]([O:20][CH2:21][C:22]([OH:24])=[O:23])=[CH:18][CH:17]=1)=[O:10])[C:2]1[CH:7]=[CH:6][CH:5]=[CH:4][CH:3]=1.CCN=C=NCCCN(C)C.Cl.[C:39]([O:43][C:44](=[O:49])[NH:45][CH2:46][CH2:47]O)([CH3:42])([CH3:41])[CH3:40]. The catalyst is C(Cl)Cl.CN(C1C=CN=CC=1)C. The product is [C:39]([O:43][C:44]([NH:45][CH2:46][CH2:47][O:23][C:22](=[O:24])[CH2:21][O:20][C:19]1[CH:18]=[CH:17][C:16]([CH2:15][CH2:14][CH2:13][CH2:12][NH:11][C:9]([O:8][CH2:1][C:2]2[CH:3]=[CH:4][CH:5]=[CH:6][CH:7]=2)=[O:10])=[CH:26][CH:25]=1)=[O:49])([CH3:42])([CH3:41])[CH3:40]. The yield is 0.480. (7) The reactants are I[C:2]1[CH:7]=[CH:6][CH:5]=[CH:4][C:3]=1[NH:8][C:9]([NH2:11])=[O:10].[C:12]([Si:14]([CH3:17])([CH3:16])[CH3:15])#[CH:13].C(N(CC)CC)C. The catalyst is CN(C=O)C.Cl[Pd](Cl)([P](C1C=CC=CC=1)(C1C=CC=CC=1)C1C=CC=CC=1)[P](C1C=CC=CC=1)(C1C=CC=CC=1)C1C=CC=CC=1.[Cu]I. The product is [CH3:15][Si:14]([C:12]#[C:13][C:2]1[CH:7]=[CH:6][CH:5]=[CH:4][C:3]=1[NH:8][C:9]([NH2:11])=[O:10])([CH3:17])[CH3:16]. The yield is 0.900. (8) The reactants are [CH3:1][NH:2][C:3]1[S:4][C:5]([CH3:8])=[CH:6][N:7]=1.[H-].[Na+].Br.Br[CH2:13][CH2:14][NH2:15].CN(C=O)C. The catalyst is C(Cl)Cl.CCO.O. The product is [CH3:1][N:2]([C:3]1[S:4][C:5]([CH3:8])=[CH:6][N:7]=1)[CH2:13][CH2:14][NH2:15]. The yield is 0.340. (9) The reactants are [N:1]12[CH2:8][CH2:7][CH:4]([CH2:5][CH2:6]1)[C@@H:3]([O:9][C:10](=[O:37])[CH:11]([NH:26]C(OCC1C=CC=CC=1)=O)[C:12]1[CH:17]=[CH:16][CH:15]=[C:14]([O:18]CC3C=CC=CC=3)[CH:13]=1)[CH2:2]2.C([O-])=O.[NH4+]. The catalyst is C(OCC)(=O)C.[Pd]. The product is [N:1]12[CH2:6][CH2:5][CH:4]([CH2:7][CH2:8]1)[C@@H:3]([O:9][C:10](=[O:37])[CH:11]([NH2:26])[C:12]1[CH:17]=[CH:16][CH:15]=[C:14]([OH:18])[CH:13]=1)[CH2:2]2. The yield is 0.970. (10) The reactants are B1C2CCCC1CCC2.C1COCC1.[CH3:15][N:16]1[CH2:21][CH2:20][C:19](=[CH2:22])[CH2:18][CH2:17]1.C[C:24]1[CH:29]=[CH:28][C:27]([N+:30]([O-:32])=[O:31])=[C:26]([CH3:33])[N:25]=1.C(=O)([O-])[O-].[K+].[K+]. The catalyst is CN(C=O)C.Cl[Pd]Cl.C1(P(C2C=CC=CC=2)[C-]2C=CC=C2)C=CC=CC=1.[C-]1(P(C2C=CC=CC=2)C2C=CC=CC=2)C=CC=C1.[Fe+2]. The product is [CH3:33][C:26]1[C:27]([N+:30]([O-:32])=[O:31])=[CH:28][CH:29]=[C:24]([CH2:22][CH:19]2[CH2:20][CH2:21][N:16]([CH3:15])[CH2:17][CH2:18]2)[N:25]=1. The yield is 0.100.